This data is from Forward reaction prediction with 1.9M reactions from USPTO patents (1976-2016). The task is: Predict the product of the given reaction. (1) Given the reactants [Br:1][C:2]1[CH:3]=[C:4]2[C:14](=[CH:15][CH:16]=1)[C@:7]1([O:11][C:10](=[O:12])[NH:9][C:8]1=[O:13])[CH2:6][CH2:5]2.Br[CH2:18][C:19]([N:21]([C@H:30]([CH:32]1[CH2:34][CH2:33]1)[CH3:31])[CH2:22][C:23]1[CH:28]=[CH:27][C:26]([F:29])=[CH:25][CH:24]=1)=[O:20].BrCC(N(CC1C=CC(F)=CC=1)[C@@H](C)C(F)(F)F)=O, predict the reaction product. The product is: [Br:1][C:2]1[CH:3]=[C:4]2[C:14](=[CH:15][CH:16]=1)[C@@:7]1([O:11][C:10](=[O:12])[N:9]([CH2:18][C:19]([N:21]([C@H:30]([CH:32]3[CH2:33][CH2:34]3)[CH3:31])[CH2:22][C:23]3[CH:28]=[CH:27][C:26]([F:29])=[CH:25][CH:24]=3)=[O:20])[C:8]1=[O:13])[CH2:6][CH2:5]2. (2) The product is: [NH2:22][C:18]1[N:17]=[C:16]([S:13]([NH:12][C:10]([C:9]2[C:8]([O:27][C:28]3[C:29]([CH3:36])=[CH:30][C:31]([CH3:35])=[CH:32][C:33]=3[CH3:34])=[N:7][C:6]([NH:5][C:1]([CH3:4])([CH3:3])[CH3:2])=[CH:26][CH:25]=2)=[O:11])(=[O:14])=[O:15])[CH:21]=[CH:20][CH:19]=1. Given the reactants [C:1]([NH:5][C:6]1[CH:26]=[CH:25][C:9]([C:10]([NH:12][S:13]([C:16]2[CH:21]=[CH:20][CH:19]=[C:18]([N+:22]([O-])=O)[N:17]=2)(=[O:15])=[O:14])=[O:11])=[C:8]([O:27][C:28]2[C:33]([CH3:34])=[CH:32][C:31]([CH3:35])=[CH:30][C:29]=2[CH3:36])[N:7]=1)([CH3:4])([CH3:3])[CH3:2], predict the reaction product. (3) Given the reactants C([O:5][C:6](=[O:47])[CH2:7][CH2:8][N:9](C(OC(C)(C)C)=O)[CH2:10][C:11]([N:13]1[C:21]2[C:16](=[C:17]([CH3:39])[C:18]([O:22][CH2:23][C:24]3[S:25][C:26]([C:35]([F:38])([F:37])[F:36])=[C:27]([C:29]4[CH:34]=[CH:33][CH:32]=[CH:31][CH:30]=4)[CH:28]=3)=[CH:19][CH:20]=2)[CH2:15][CH2:14]1)=[O:12])(C)(C)C.Cl.O1CCOCC1, predict the reaction product. The product is: [CH3:39][C:17]1[C:18]([O:22][CH2:23][C:24]2[S:25][C:26]([C:35]([F:38])([F:37])[F:36])=[C:27]([C:29]3[CH:30]=[CH:31][CH:32]=[CH:33][CH:34]=3)[CH:28]=2)=[CH:19][CH:20]=[C:21]2[C:16]=1[CH2:15][CH2:14][N:13]2[C:11](=[O:12])[CH2:10][NH:9][CH2:8][CH2:7][C:6]([OH:47])=[O:5].